This data is from Catalyst prediction with 721,799 reactions and 888 catalyst types from USPTO. The task is: Predict which catalyst facilitates the given reaction. (1) Reactant: [BH4-].[Na+].[C:3]1([CH2:13][C:14](=[O:17])[CH2:15][CH3:16])[C:12]2[C:7](=[CH:8][CH:9]=[CH:10][CH:11]=2)[CH:6]=[CH:5][CH:4]=1.Cl. Product: [C:3]1([CH2:13][CH:14]([OH:17])[CH2:15][CH3:16])[C:12]2[C:7](=[CH:8][CH:9]=[CH:10][CH:11]=2)[CH:6]=[CH:5][CH:4]=1. The catalyst class is: 5. (2) Reactant: [ClH:1].Cl.Cl.[CH2:4]([N:11]([CH2:25]/[CH:26]=[CH:27]/[C:28]1[CH:29]=[C:30]([CH:34]=[CH:35][CH:36]=1)[C:31]([NH2:33])=[NH:32])[C:12]1[CH:17]=[CH:16][C:15]([O:18][CH:19]2[CH2:24][CH2:23][NH:22][CH2:21][CH2:20]2)=[CH:14][CH:13]=1)[C:5]1[CH:10]=[CH:9][CH:8]=[CH:7][CH:6]=1.Cl.[C:38](=[NH:43])(OCC)[CH3:39].C(N(CC)CC)C.Cl. Product: [ClH:1].[ClH:1].[ClH:1].[C:38]([N:22]1[CH2:21][CH2:20][CH:19]([O:18][C:15]2[CH:14]=[CH:13][C:12]([N:11]([CH2:25]/[CH:26]=[CH:27]/[C:28]3[CH:29]=[C:30]([CH:34]=[CH:35][CH:36]=3)[C:31]([NH2:33])=[NH:32])[CH2:4][C:5]3[CH:6]=[CH:7][CH:8]=[CH:9][CH:10]=3)=[CH:17][CH:16]=2)[CH2:24][CH2:23]1)(=[NH:43])[CH3:39]. The catalyst class is: 71.